Task: Predict the reactants needed to synthesize the given product.. Dataset: Full USPTO retrosynthesis dataset with 1.9M reactions from patents (1976-2016) (1) Given the product [CH2:3]([O:5][CH:6]([O:15][CH2:16][CH3:17])[C:7]1[CH:14]=[CH:13][C:10]([CH2:11][NH:2][CH3:1])=[CH:9][CH:8]=1)[CH3:4], predict the reactants needed to synthesize it. The reactants are: [CH3:1][NH2:2].[CH2:3]([O:5][CH:6]([O:15][CH2:16][CH3:17])[C:7]1[CH:14]=[CH:13][C:10]([CH:11]=O)=[CH:9][CH:8]=1)[CH3:4].[BH4-].[Na+].[OH-].[Na+]. (2) Given the product [F:21][C:18]([F:19])([F:20])[CH2:17][O:16][C:5]1[CH:6]=[CH:7][C:8]([O:10][CH2:11][C:12]([F:13])([F:14])[F:15])=[CH:9][C:4]=1[C:2](=[O:3])[CH:1]=[CH:22][C:23]1[CH:28]=[CH:27][C:26]([O:29][CH3:30])=[CH:25][CH:24]=1, predict the reactants needed to synthesize it. The reactants are: [CH3:1][C:2]([C:4]1[CH:9]=[C:8]([O:10][CH2:11][C:12]([F:15])([F:14])[F:13])[CH:7]=[CH:6][C:5]=1[O:16][CH2:17][C:18]([F:21])([F:20])[F:19])=[O:3].[CH:22](=O)[C:23]1[CH:28]=[CH:27][C:26]([O:29][CH3:30])=[CH:25][CH:24]=1.